Task: Predict which catalyst facilitates the given reaction.. Dataset: Catalyst prediction with 721,799 reactions and 888 catalyst types from USPTO (1) Reactant: [C:1]([Mg]Br)#[CH:2].C(O[C:8]1[CH2:13][CH2:12][CH2:11][C:10](=[O:14])[CH:9]=1)C.Cl. Product: [C:1]([C:8]1[CH2:13][CH2:12][CH2:11][C:10](=[O:14])[CH:9]=1)#[CH:2]. The catalyst class is: 7. (2) Reactant: [F:1][C:2]([F:26])([F:25])[C:3]1[CH:24]=[CH:23][CH:22]=[CH:21][C:4]=1[O:5][CH:6]1[CH2:11][CH2:10][N:9]([C:12]2[S:13][C:14]([S:17](Cl)(=[O:19])=[O:18])=[CH:15][N:16]=2)[CH2:8][CH2:7]1.[NH3:27]. Product: [F:1][C:2]([F:26])([F:25])[C:3]1[CH:24]=[CH:23][CH:22]=[CH:21][C:4]=1[O:5][CH:6]1[CH2:11][CH2:10][N:9]([C:12]2[S:13][C:14]([S:17]([NH2:27])(=[O:19])=[O:18])=[CH:15][N:16]=2)[CH2:8][CH2:7]1. The catalyst class is: 1. (3) Reactant: [H-].[H-].[H-].[H-].[Li+].[Al+3].[Br:7][C:8]1[CH:9]=[C:10]([CH3:23])[C:11]([NH:14][C:15](=O)[CH2:16][N:17]2[CH2:21][CH2:20][CH2:19][CH2:18]2)=[N:12][CH:13]=1.[OH-].[Na+].C([O-])([O-])=O.[K+].[K+]. Product: [Br:7][C:8]1[CH:9]=[C:10]([CH3:23])[C:11]([NH:14][CH2:15][CH2:16][N:17]2[CH2:18][CH2:19][CH2:20][CH2:21]2)=[N:12][CH:13]=1. The catalyst class is: 1.